Dataset: Full USPTO retrosynthesis dataset with 1.9M reactions from patents (1976-2016). Task: Predict the reactants needed to synthesize the given product. (1) Given the product [CH2:1]([O:8][C:9]1[C:23]([NH2:24])=[CH:22][C:21]([O:27][CH3:28])=[C:20]([CH3:29])[C:10]=1[C:11]([O:13][C:14]1[CH:19]=[CH:18][CH:17]=[CH:16][CH:15]=1)=[O:12])[C:2]1[CH:7]=[CH:6][CH:5]=[CH:4][CH:3]=1, predict the reactants needed to synthesize it. The reactants are: [CH2:1]([O:8][C:9]1[C:23]([N+:24]([O-])=O)=[CH:22][C:21]([O:27][CH3:28])=[C:20]([CH3:29])[C:10]=1[C:11]([O:13][C:14]1[CH:19]=[CH:18][CH:17]=[CH:16][CH:15]=1)=[O:12])[C:2]1[CH:7]=[CH:6][CH:5]=[CH:4][CH:3]=1.[O-]S(S([O-])=O)=O.[Na+].[Na+].C1COCC1. (2) Given the product [Br:1][C:41]1[S:40][C:36]2[N:37]=[CH:38][N:39]=[C:34]([NH:33][C:32]3[CH:31]=[CH:30][C:26]([C:27]([NH2:29])=[O:28])=[CH:25][C:24]=3[O:23][CH2:21][CH3:22])[C:35]=2[C:42]=1[CH3:43], predict the reactants needed to synthesize it. The reactants are: [Br:1]N1C(=O)CCC1=O.N(C(C)(C)C#N)=NC(C)(C)C#N.[CH2:21]([O:23][C:24]1[CH:25]=[C:26]([CH:30]=[CH:31][C:32]=1[NH:33][C:34]1[C:35]2[C:42]([CH3:43])=[CH:41][S:40][C:36]=2[N:37]=[CH:38][N:39]=1)[C:27]([NH2:29])=[O:28])[CH3:22].